This data is from Full USPTO retrosynthesis dataset with 1.9M reactions from patents (1976-2016). The task is: Predict the reactants needed to synthesize the given product. (1) The reactants are: C1CN([P+](ON2N=NC3C=CC=CC2=3)(N2CCCC2)N2CCCC2)CC1.F[P-](F)(F)(F)(F)F.CCN(C(C)C)C(C)C.[CH3:43][C:44]1([CH2:47][CH2:48][C:49]([OH:51])=O)[N:46]=[N:45]1.[CH2:52]([NH:55][CH2:56][C:57]([O:59][CH2:60][CH3:61])=[O:58])[C:53]#[CH:54]. Given the product [CH3:43][C:44]1([CH2:47][CH2:48][C:49]([N:55]([CH2:56][C:57]([O:59][CH2:60][CH3:61])=[O:58])[CH2:52][C:53]#[CH:54])=[O:51])[N:45]=[N:46]1, predict the reactants needed to synthesize it. (2) Given the product [NH2:1][C:2]1[CH:3]=[C:4]([CH:5]=[C:6]([NH:8][C:9]([NH:11][CH3:12])=[O:10])[N:7]=1)[C:13]([NH:16][OH:17])=[NH:14], predict the reactants needed to synthesize it. The reactants are: [NH2:1][C:2]1[N:7]=[C:6]([NH:8][C:9]([NH:11][CH3:12])=[O:10])[CH:5]=[C:4]([C:13]#[N:14])[CH:3]=1.Cl.[NH2:16][OH:17].C(=O)([O-])[O-].[Na+].[Na+]. (3) Given the product [F:1][C:2]1[CH:36]=[C:35]([NH:37][C:38]([N:40]2[CH2:44][CH2:43][N:42]([C:45]3[CH:46]=[CH:47][C:48]([F:51])=[CH:49][CH:50]=3)[C:41]2=[O:52])=[O:39])[CH:34]=[CH:33][C:3]=1[O:4][C:5]1[CH:10]=[CH:9][N:8]=[C:7]2[CH:11]=[C:12]([C:14]3[CH:15]=[CH:16][C:17]([CH2:18][NH:19][CH2:27][CH2:28][O:29][CH3:30])=[CH:31][CH:32]=3)[S:13][C:6]=12, predict the reactants needed to synthesize it. The reactants are: [F:1][C:2]1[CH:36]=[C:35]([NH:37][C:38]([N:40]2[CH2:44][CH2:43][N:42]([C:45]3[CH:50]=[CH:49][C:48]([F:51])=[CH:47][CH:46]=3)[C:41]2=[O:52])=[O:39])[CH:34]=[CH:33][C:3]=1[O:4][C:5]1[CH:10]=[CH:9][N:8]=[C:7]2[CH:11]=[C:12]([C:14]3[CH:32]=[CH:31][C:17]([CH2:18][N:19]([CH2:27][CH2:28][O:29][CH3:30])C(=O)OC(C)(C)C)=[CH:16][CH:15]=3)[S:13][C:6]=12.C(O)(C(F)(F)F)=O. (4) Given the product [N:9]1[CH:10]=[CH:11][CH:12]=[CH:13][C:8]=1[C:6]1[CH:5]=[CH:4][N:3]=[C:2]([N:14]2[CH2:15][CH2:16][CH:17]([NH:20][S:21]([CH3:24])(=[O:22])=[O:23])[CH2:18][CH2:19]2)[N:7]=1, predict the reactants needed to synthesize it. The reactants are: Cl[C:2]1[N:7]=[C:6]([C:8]2[CH:13]=[CH:12][CH:11]=[CH:10][N:9]=2)[CH:5]=[CH:4][N:3]=1.[NH:14]1[CH2:19][CH2:18][CH:17]([NH:20][S:21]([CH3:24])(=[O:23])=[O:22])[CH2:16][CH2:15]1.CCN(CC)CC.CCOC(C)=O. (5) Given the product [O:10]=[C:2]1[N:1]([C:22]([O:24][CH3:25])=[O:23])[C@H:5]([C:6]([O:8][CH3:9])=[O:7])[CH2:4][CH2:3]1, predict the reactants needed to synthesize it. The reactants are: [NH:1]1[C@H:5]([C:6]([O:8][CH3:9])=[O:7])[CH2:4][CH2:3][C:2]1=[O:10].C[Si]([N-][Si](C)(C)C)(C)C.[Li+].Cl[C:22]([O:24][CH3:25])=[O:23]. (6) The reactants are: F[P-](F)(F)(F)(F)F.N1(O[P+](N(C)C)(N(C)C)N(C)C)C2C=CC=CC=2N=N1.[CH3:28][N:29]1[CH2:34][CH2:33][N:32]([C:35]2[C:36]([C:42]([O-])=O)=[N:37][CH:38]=[CH:39][C:40]=2[CH3:41])[CH2:31][CH2:30]1.[K+].CN1CC[O:50][CH2:49]C1.[F:53][C:54]([F:68])([F:67])[C:55]1[CH:56]=[C:57]([NH:65][NH2:66])[CH:58]=[C:59]([C:61]([F:64])([F:63])[F:62])[CH:60]=1. Given the product [F:53][C:54]([F:67])([F:68])[C:55]1[CH:56]=[C:57]([NH:65][NH:66][C:49](=[O:50])[CH:35]([N:32]2[CH2:31][CH2:30][N:29]([CH3:28])[CH2:34][CH2:33]2)[C:36]2[CH:42]=[C:40]([CH3:41])[CH:39]=[CH:38][N:37]=2)[CH:58]=[C:59]([C:61]([F:64])([F:62])[F:63])[CH:60]=1, predict the reactants needed to synthesize it. (7) Given the product [Cl:9][C:10]1[CH:17]=[CH:16][C:13]([CH:14]([C:2]2[CH:7]=[CH:6][C:5]([F:8])=[CH:4][CH:3]=2)[OH:15])=[C:12]([F:18])[CH:11]=1, predict the reactants needed to synthesize it. The reactants are: Br[C:2]1[CH:7]=[CH:6][C:5]([F:8])=[CH:4][CH:3]=1.[Cl:9][C:10]1[CH:17]=[CH:16][C:13]([CH:14]=[O:15])=[C:12]([F:18])[CH:11]=1.FC1C=CC(C(C2C=CC(C(F)(F)F)=CC=2)O)=CC=1.